Dataset: Reaction yield outcomes from USPTO patents with 853,638 reactions. Task: Predict the reaction yield, written as a fraction of the theoretical maximum amount of product (1.0 means a 100% yield; for example, 0.34 means a 34% yield). (1) The reactants are [OH2:1].Cl.O[NH2:4].C(=O)([O-])[O-].[Na+].[Na+].[O:11]1[C:15]2([CH2:20][CH2:19][CH2:18][CH2:17][CH2:16]2)[O:14][CH2:13][C@@H:12]1[CH:21]=O. The catalyst is C1COCC1. The product is [O:11]1[C:15]2([CH2:20][CH2:19][CH2:18][CH2:17][CH2:16]2)[O:14][CH2:13][C@@H:12]1[CH:21]=[N:4][OH:1]. The yield is 0.990. (2) The reactants are [SH:1][C:2]1[CH:10]=[CH:9][C:5]([CH2:6][CH2:7][OH:8])=[CH:4][CH:3]=1.[CH3:11][O:12][CH2:13][CH2:14]Cl.C(=O)([O-])[O-].[K+].[K+].[OH2:22].C[OH:24]. No catalyst specified. The product is [CH3:11][O:12][CH2:13][CH2:14][S:1]([C:2]1[CH:10]=[CH:9][C:5]([CH2:6][CH2:7][OH:8])=[CH:4][CH:3]=1)(=[O:24])=[O:22]. The yield is 0.780. (3) The reactants are [OH:1][C@H:2]([CH2:18][N:19]1[CH2:24][CH2:23][O:22][CH2:21][CH2:20]1)[CH2:3][N:4]1[CH2:10][CH2:9][CH2:8][C:7]2[NH:11][C:12]([CH:15]=O)=[C:13]([CH3:14])[C:6]=2[C:5]1=[O:17].[F:25][C:26]1[CH:27]=[C:28]2[C:32](=[CH:33][CH:34]=1)[NH:31][C:30](=[O:35])[CH2:29]2.N1CCCCC1. The catalyst is C(O)C. The product is [F:25][C:26]1[CH:27]=[C:28]2[C:32](=[CH:33][CH:34]=1)[NH:31][C:30](=[O:35])/[C:29]/2=[CH:15]\[C:12]1[NH:11][C:7]2[CH2:8][CH2:9][CH2:10][N:4]([CH2:3][C@H:2]([OH:1])[CH2:18][N:19]3[CH2:20][CH2:21][O:22][CH2:23][CH2:24]3)[C:5](=[O:17])[C:6]=2[C:13]=1[CH3:14]. The yield is 0.570. (4) The reactants are [CH:1]([C:3]1[CH:4]=[CH:5][C:6]2[N:7]([C:9]([C:12]#[N:13])=[CH:10][N:11]=2)[CH:8]=1)=[CH2:2].C(N(CC)CC)C.Cl.[NH2:22][OH:23]. The catalyst is CCO. The product is [CH:1]([C:3]1[CH:4]=[CH:5][C:6]2[N:7]([C:9]([C:12](=[NH:13])[NH:22][OH:23])=[CH:10][N:11]=2)[CH:8]=1)=[CH2:2]. The yield is 0.800. (5) The reactants are Cl.Cl.[NH:3]1[CH2:6][CH:5]([C:7]2[C:8]([O:28][CH3:29])=[C:9]([CH:15]([N:17]3[C:21]4=[N:22][CH:23]=[N:24][C:25]([NH2:26])=[C:20]4[C:19]([CH3:27])=[N:18]3)[CH3:16])[CH:10]=[C:11]([Cl:14])[C:12]=2[CH3:13])[CH2:4]1.FC(F)(F)S(O[CH2:36][C:37]([F:40])([F:39])[F:38])(=O)=O.C(N(CC)CC)C. The catalyst is C(Cl)Cl. The product is [Cl:14][C:11]1[C:12]([CH3:13])=[C:7]([CH:5]2[CH2:4][N:3]([CH2:36][C:37]([F:40])([F:39])[F:38])[CH2:6]2)[C:8]([O:28][CH3:29])=[C:9]([CH:15]([N:17]2[C:21]3=[N:22][CH:23]=[N:24][C:25]([NH2:26])=[C:20]3[C:19]([CH3:27])=[N:18]2)[CH3:16])[CH:10]=1. The yield is 0.390. (6) The reactants are [CH3:1][CH:2]1[O:7][CH:6]([CH3:8])[CH2:5][NH:4][CH2:3]1.[CH2:9]=[C:10]1[O:14][C:12](=[O:13])[CH2:11]1. The catalyst is O1CCCC1. The product is [CH3:8][CH:6]1[O:7][CH:2]([CH3:1])[CH2:3][N:4]([C:12](=[O:13])[CH2:11][C:10](=[O:14])[CH3:9])[CH2:5]1. The yield is 0.740. (7) The reactants are Br[C:2]1[CH:3]=[C:4]([C:7](=[O:12])[C:8]([F:11])([F:10])[F:9])[O:5][CH:6]=1.[C:13]([C:16]1[CH:17]=[C:18](B(O)O)[CH:19]=[CH:20][CH:21]=1)([OH:15])=[O:14]. No catalyst specified. The product is [F:9][C:8]([F:11])([F:10])[C:7]([C:4]1[O:5][CH:6]=[C:2]([C:20]2[CH:21]=[C:16]([CH:17]=[CH:18][CH:19]=2)[C:13]([OH:15])=[O:14])[CH:3]=1)=[O:12]. The yield is 0.260. (8) The reactants are [CH3:1][C:2]1[CH:7]=[CH:6][C:5]([C:8]2[C:9]([C:14]([NH2:16])=[O:15])=[CH:10][CH:11]=[CH:12][CH:13]=2)=[CH:4][CH:3]=1.C1C(=O)N([Br:24])C(=O)C1.CC(N=NC(C#N)(C)C)(C#N)C. The catalyst is ClCCCl.ClCCl. The product is [Br:24][CH2:1][C:2]1[CH:7]=[CH:6][C:5]([C:8]2[C:9]([C:14]([NH2:16])=[O:15])=[CH:10][CH:11]=[CH:12][CH:13]=2)=[CH:4][CH:3]=1. The yield is 0.210.